From a dataset of Forward reaction prediction with 1.9M reactions from USPTO patents (1976-2016). Predict the product of the given reaction. (1) Given the reactants Cl.[I:2][C:3]1[C:11]2[C:6](=[N:7][CH:8]=[N:9][C:10]=2[NH2:12])[N:5]([CH:13]2[CH2:17][CH2:16][NH:15][CH2:14]2)[N:4]=1.[CH:18]1[C:30]2[CH:29]([CH2:31][O:32][C:33]([N:35]([CH3:42])[C:36]([CH3:41])([CH3:40])[C:37](O)=[O:38])=[O:34])[C:28]3[C:23](=[CH:24][CH:25]=[CH:26][CH:27]=3)[C:22]=2[CH:21]=[CH:20][CH:19]=1.ON1C2N=CC=CC=2N=N1.Cl.CN(C)CCCN=C=NCC.C(N(C(C)C)CC)(C)C, predict the reaction product. The product is: [NH2:12][C:10]1[N:9]=[CH:8][N:7]=[C:6]2[N:5]([CH:13]3[CH2:17][CH2:16][N:15]([C:37](=[O:38])[C:36]([N:35]([CH3:42])[C:33](=[O:34])[O:32][CH2:31][CH:29]4[C:28]5[CH:27]=[CH:26][CH:25]=[CH:24][C:23]=5[C:22]5[C:30]4=[CH:18][CH:19]=[CH:20][CH:21]=5)([CH3:41])[CH3:40])[CH2:14]3)[N:4]=[C:3]([I:2])[C:11]=12. (2) Given the reactants FC(F)(F)S(OC1C=[CH:11][C:10]([C:13]#[N:14])=[CH:9][C:8]=1OC)(=O)=O.[O:19]=[C:20]1[C:32]2[CH:31]=[CH:30][CH:29]=[C:28](C=O)[C:27]=2[C:26]2[C:21]1=[CH:22][CH:23]=[CH:24][CH:25]=2.C(O)(=[O:37])C.N1CCCCC1, predict the reaction product. The product is: [O:37]=[C:9]([CH3:8])[C:10](=[CH:11][C:28]1[C:27]2[C:26]3[C:21](=[CH:22][CH:23]=[CH:24][CH:25]=3)[C:20](=[O:19])[C:32]=2[CH:31]=[CH:30][CH:29]=1)[C:13]#[N:14]. (3) The product is: [C:1]([N:5]1[C:9]([Cl:18])=[C:8]([C:10]([OH:12])=[O:11])[CH:7]=[N:6]1)([CH3:4])([CH3:2])[CH3:3]. Given the reactants [C:1]([N:5]1[CH:9]=[C:8]([C:10]([OH:12])=[O:11])[CH:7]=[N:6]1)([CH3:4])([CH3:3])[CH3:2].C([Li])CCC.[Cl:18]C(Cl)(Cl)C(Cl)(Cl)Cl.O, predict the reaction product. (4) Given the reactants [CH2:1]([O:8][C:9]1[CH:14]=[CH:13][C:12]([NH2:15])=[CH:11][C:10]=1[Cl:16])[C:2]1[CH:7]=[CH:6][CH:5]=[CH:4][CH:3]=1.C(OC([NH:24][CH2:25][CH2:26][CH2:27][CH2:28][C@H:29]([NH:33][C:34]([O:36][CH2:37][CH:38]1[C:50]2[CH:49]=[CH:48][CH:47]=[CH:46][C:45]=2[C:44]2[C:39]1=[CH:40][CH:41]=[CH:42][CH:43]=2)=[O:35])[C:30](O)=[O:31])=O)(C)(C)C, predict the reaction product. The product is: [CH:40]1[C:39]2[CH:38]([CH2:37][O:36][C:34](=[O:35])[NH:33][C@H:29]([C:30](=[O:31])[NH:15][C:12]3[CH:13]=[CH:14][C:9]([O:8][CH2:1][C:2]4[CH:3]=[CH:4][CH:5]=[CH:6][CH:7]=4)=[C:10]([Cl:16])[CH:11]=3)[CH2:28][CH2:27][CH2:26][CH2:25][NH2:24])[C:50]3[C:45](=[CH:46][CH:47]=[CH:48][CH:49]=3)[C:44]=2[CH:43]=[CH:42][CH:41]=1. (5) The product is: [CH3:28][NH:27][S:24]([CH2:23][C:20]1[CH:21]=[CH:22][C:17]([NH:16][C:13]([C:7]2[C:6]3[C:10](=[CH:11][CH:12]=[C:4]([N+:1]([O-:3])=[O:2])[CH:5]=3)[NH:9][N:8]=2)=[O:15])=[CH:18][CH:19]=1)(=[O:25])=[O:26]. Given the reactants [N+:1]([C:4]1[CH:5]=[C:6]2[C:10](=[CH:11][CH:12]=1)[NH:9][N:8]=[C:7]2[C:13]([OH:15])=O)([O-:3])=[O:2].[NH2:16][C:17]1[CH:22]=[CH:21][C:20]([CH2:23][S:24]([NH:27][CH3:28])(=[O:26])=[O:25])=[CH:19][CH:18]=1.C(N(CC)C(C)C)(C)C, predict the reaction product.